Predict which catalyst facilitates the given reaction. From a dataset of Catalyst prediction with 721,799 reactions and 888 catalyst types from USPTO. (1) Reactant: [NH2:1][C@H](C1N(C2C=CC=CC=2)C(=O)C2C(C=1)=CC=CC=2C)C.ClC1N=C(Cl)C(Cl)=CN=1.C(N(CC)CC)C.[Cl:38][C:39]1[N:44]=[C:43]([NH:45][C@H:46]([C:48]2[N:49]([C:60]3[CH:65]=[CH:64][CH:63]=[CH:62][CH:61]=3)[C:50](=[O:59])[C:51]3[C:56]([CH:57]=2)=[CH:55][CH:54]=[CH:53][C:52]=3[CH3:58])[CH3:47])[C:42]([Cl:66])=[CH:41][N:40]=1. Product: [NH2:1][C:39]1[N:44]=[C:43]([NH:45][C@H:46]([C:48]2[N:49]([C:60]3[CH:61]=[CH:62][CH:63]=[CH:64][CH:65]=3)[C:50](=[O:59])[C:51]3[C:56]([CH:57]=2)=[CH:55][CH:54]=[CH:53][C:52]=3[CH3:58])[CH3:47])[C:42]([Cl:66])=[CH:41][N:40]=1.[Cl:38][C:39]1[N:44]=[C:43]([NH:45][C@H:46]([C:48]2[N:49]([C:60]3[CH:61]=[CH:62][CH:63]=[CH:64][CH:65]=3)[C:50](=[O:59])[C:51]3[C:56]([CH:57]=2)=[CH:55][CH:54]=[CH:53][C:52]=3[CH3:58])[CH3:47])[C:42]([Cl:66])=[CH:41][N:40]=1. The catalyst class is: 114. (2) Reactant: [C:1]([O:5][C:6](=[O:23])[NH:7][CH:8]([C:14]1[C:19]([CH2:20]Cl)=[CH:18][C:17]([Cl:22])=[CH:16][N:15]=1)[CH:9]1[CH2:13][CH2:12][O:11][CH2:10]1)([CH3:4])([CH3:3])[CH3:2].[H-].[Na+]. Product: [C:1]([O:5][C:6]([N:7]1[CH2:20][C:19]2[C:14](=[N:15][CH:16]=[C:17]([Cl:22])[CH:18]=2)[CH:8]1[CH:9]1[CH2:13][CH2:12][O:11][CH2:10]1)=[O:23])([CH3:4])([CH3:3])[CH3:2]. The catalyst class is: 3. (3) Reactant: [CH3:1][C:2]1([CH3:24])[CH2:11][CH2:10][C:9]2[C:4](=[CH:5][CH:6]=[C:7]([S:12]([NH:15][CH2:16][C:17]([O:19][C:20]([CH3:23])([CH3:22])[CH3:21])=[O:18])(=[O:14])=[O:13])[CH:8]=2)[O:3]1.CCN(P1(N(C)CCCN1C)=NC(C)(C)C)CC.[Br:43][C:44]1[CH:49]=[CH:48][C:47]([CH2:50]Br)=[CH:46][C:45]=1[CH3:52]. Product: [Br:43][C:44]1[CH:49]=[CH:48][C:47]([CH2:50][N:15]([CH2:16][C:17]([O:19][C:20]([CH3:23])([CH3:22])[CH3:21])=[O:18])[S:12]([C:7]2[CH:8]=[C:9]3[C:4](=[CH:5][CH:6]=2)[O:3][C:2]([CH3:24])([CH3:1])[CH2:11][CH2:10]3)(=[O:14])=[O:13])=[CH:46][C:45]=1[CH3:52]. The catalyst class is: 23. (4) The catalyst class is: 524. Reactant: [Br:1][C:2]1[CH:11]=[CH:10][C:9]([S:12](=[O:27])(=[O:26])[N:13]([C:18]2[CH:23]=[CH:22][C:21]([CH2:24][CH3:25])=[CH:20][CH:19]=2)[CH2:14][CH:15]([CH3:17])[CH3:16])=[CH:8][C:3]=1[C:4]([O:6]C)=[O:5].C(OCCCC)=C.C1(P(C2C=CC=CC=2)C2C=CC=CC=2)C=CC=CC=1.C(N(CC)CC)C.Cl. Product: [Br:1][C:2]1[CH:11]=[CH:10][C:9]([S:12](=[O:26])(=[O:27])[N:13]([C:18]2[CH:19]=[CH:20][C:21]([CH2:24][CH3:25])=[CH:22][CH:23]=2)[CH2:14][CH:15]([CH3:16])[CH3:17])=[CH:8][C:3]=1[C:4]([OH:6])=[O:5]. (5) Reactant: [F:1][C:2]([F:23])([C:17]1[CH:22]=[CH:21][CH:20]=[CH:19][N:18]=1)[CH2:3][NH:4][N:5]1[CH2:10][CH2:9][C:8]([CH3:11])=[C:7]([CH2:12][C:13]([OH:15])=O)[C:6]1=[O:16].[NH2:24][C:25]1[N:30]=[C:29]([CH2:31][OH:32])[C:28]([CH2:33][NH2:34])=[C:27]([CH3:35])[CH:26]=1.C(N(CC)CC)C.C(Cl)CCl. Product: [NH2:24][C:25]1[N:30]=[C:29]([CH2:31][OH:32])[C:28]([CH2:33][NH:34][C:13](=[O:15])[CH2:12][C:7]2[C:6](=[O:16])[N:5]([NH:4][CH2:3][C:2]([F:1])([F:23])[C:17]3[CH:22]=[CH:21][CH:20]=[CH:19][N:18]=3)[CH2:10][CH2:9][C:8]=2[CH3:11])=[C:27]([CH3:35])[CH:26]=1. The catalyst class is: 3. (6) Reactant: [Br:1][C:2]1[CH:7]=[CH:6][C:5]([CH:8]2[CH2:12][CH2:11][CH:10]([C:13]3[CH:18]=[CH:17][C:16]([Br:19])=[CH:15][CH:14]=3)[N:9]2[C:20]2[CH:25]=[CH:24][C:23](I)=[CH:22][CH:21]=2)=[CH:4][CH:3]=1.CC1(C)C(C)(C)OB([C:35]2[CH:36]=[CH:37][C:38]([N:41]3[CH2:46][CH2:45][O:44][CH2:43][CH2:42]3)=[N:39][CH:40]=2)O1.P([O-])([O-])([O-])=O.[K+].[K+].[K+].O. Product: [Br:1][C:2]1[CH:7]=[CH:6][C:5]([CH:8]2[CH2:12][CH2:11][CH:10]([C:13]3[CH:18]=[CH:17][C:16]([Br:19])=[CH:15][CH:14]=3)[N:9]2[C:20]2[CH:25]=[CH:24][C:23]([C:35]3[CH:36]=[CH:37][C:38]([N:41]4[CH2:42][CH2:43][O:44][CH2:45][CH2:46]4)=[N:39][CH:40]=3)=[CH:22][CH:21]=2)=[CH:4][CH:3]=1. The catalyst class is: 443. (7) Reactant: Cl.[N:2]1([C:8]2[CH:17]=[N:16][C:15]3[C:10](=[CH:11][CH:12]=[CH:13][CH:14]=3)[N:9]=2)[CH2:7][CH2:6][NH:5][CH2:4][CH2:3]1.[CH:18]1([O:23][C:24]2[CH:32]=[CH:31][C:30]([S:33]([CH3:36])(=[O:35])=[O:34])=[CH:29][C:25]=2[C:26](O)=[O:27])[CH2:22][CH2:21][CH2:20][CH2:19]1.C(OCC)(=O)C. Product: [CH:18]1([O:23][C:24]2[CH:32]=[CH:31][C:30]([S:33]([CH3:36])(=[O:34])=[O:35])=[CH:29][C:25]=2[C:26]([N:5]2[CH2:4][CH2:3][N:2]([C:8]3[CH:17]=[N:16][C:15]4[C:10](=[CH:11][CH:12]=[CH:13][CH:14]=4)[N:9]=3)[CH2:7][CH2:6]2)=[O:27])[CH2:19][CH2:20][CH2:21][CH2:22]1. The catalyst class is: 10. (8) Reactant: [NH2:1][C:2]1[CH:3]=[CH:4][C:5]([O:18][CH3:19])=[C:6]([NH:8][C:9](=[O:17])[CH2:10][N:11]2[CH2:16][CH2:15][O:14][CH2:13][CH2:12]2)[CH:7]=1.[C:20]1([C:26]2[NH:30][C:29]([C:31](O)=[O:32])=[CH:28][CH:27]=2)[CH:25]=[CH:24][CH:23]=[CH:22][CH:21]=1.C(N(C(C)C)CC)(C)C. Product: [CH3:19][O:18][C:5]1[CH:4]=[CH:3][C:2]([NH:1][C:31]([C:29]2[NH:30][C:26]([C:20]3[CH:21]=[CH:22][CH:23]=[CH:24][CH:25]=3)=[CH:27][CH:28]=2)=[O:32])=[CH:7][C:6]=1[NH:8][C:9](=[O:17])[CH2:10][N:11]1[CH2:16][CH2:15][O:14][CH2:13][CH2:12]1. The catalyst class is: 3.